From a dataset of Forward reaction prediction with 1.9M reactions from USPTO patents (1976-2016). Predict the product of the given reaction. (1) The product is: [CH3:22][O:21][C:14]1[C:15]([O:19][CH3:20])=[CH:16][CH:17]=[C:18]2[C:13]=1[CH:12]=[C:11]([NH:23][C:24]1[CH:28]=[C:27]([CH3:29])[NH:26][N:25]=1)[N:10]=[C:9]2[O:7][C:1]1[CH:6]=[CH:5][CH:4]=[CH:3][CH:2]=1. Given the reactants [C:1]1([OH:7])[CH:6]=[CH:5][CH:4]=[CH:3][CH:2]=1.Cl[C:9]1[C:18]2[C:13](=[C:14]([O:21][CH3:22])[C:15]([O:19][CH3:20])=[CH:16][CH:17]=2)[CH:12]=[C:11]([NH:23][C:24]2[CH:28]=[C:27]([CH3:29])[NH:26][N:25]=2)[N:10]=1, predict the reaction product. (2) Given the reactants [Br:1][C:2]1[CH:7]=[C:6]([N+:8]([O-:10])=[O:9])[CH:5]=[CH:4][C:3]=1F.[F:12][C:13]1[CH:18]=[C:17]([F:19])[CH:16]=[CH:15][C:14]=1[OH:20].C(=O)([O-])[O-].[Cs+].[Cs+], predict the reaction product. The product is: [Br:1][C:2]1[CH:7]=[C:6]([N+:8]([O-:10])=[O:9])[CH:5]=[CH:4][C:3]=1[O:20][C:14]1[CH:15]=[CH:16][C:17]([F:19])=[CH:18][C:13]=1[F:12]. (3) Given the reactants O[CH2:2][C:3]1[CH:4]=[C:5]([S:22]([NH2:25])(=[O:24])=[O:23])[CH:6]=[CH:7][C:8]=1[N:9]1[C:17]2[CH2:16][CH2:15][CH2:14][CH2:13][C:12]=2[C:11]([C:18]([F:21])([F:20])[F:19])=[N:10]1.[CH2:26]([NH2:28])[CH3:27], predict the reaction product. The product is: [CH2:26]([NH:28][CH2:2][C:3]1[CH:4]=[C:5]([S:22]([NH2:25])(=[O:24])=[O:23])[CH:6]=[CH:7][C:8]=1[N:9]1[C:17]2[CH2:16][CH2:15][CH2:14][CH2:13][C:12]=2[C:11]([C:18]([F:21])([F:20])[F:19])=[N:10]1)[CH3:27]. (4) Given the reactants [C:1]([O:4][CH2:5][C:6]([CH2:11][O:12][C:13]1[CH:18]=[CH:17][CH:16]=[C:15]([NH2:19])[C:14]=1[C:20]#[N:21])([CH2:9][CH3:10])[CH2:7][CH3:8])(=[O:3])[CH3:2].[S:22](Cl)(=[O:25])(=[O:24])[NH2:23], predict the reaction product. The product is: [C:1]([O:4][CH2:5][C:6]([CH2:11][O:12][C:13]1[CH:18]=[CH:17][CH:16]=[C:15]([NH:19][S:22](=[O:25])(=[O:24])[NH2:23])[C:14]=1[C:20]#[N:21])([CH2:9][CH3:10])[CH2:7][CH3:8])(=[O:3])[CH3:2]. (5) Given the reactants C(N(CC)CC)C.[O:8]=[C:9]1[O:15][C@H:14]([C@H:16]([CH2:18][OH:19])[OH:17])[C:12]([OH:13])=[C:10]1[OH:11].[CH3:20][C:21]([CH2:36][CH2:37][CH2:38][CH:39]([CH3:46])[CH2:40][CH2:41][CH2:42][CH:43]([CH3:45])[CH3:44])=[CH:22][CH2:23][CH2:24]OS(C1C=CC(C)=CC=1)(=O)=O, predict the reaction product. The product is: [CH3:20][C:21]([CH2:36][CH2:37][CH2:38][CH:39]([CH3:46])[CH2:40][CH2:41][CH2:42][CH:43]([CH3:45])[CH3:44])=[CH:22][CH2:23][CH2:24][O:11][C:10]1[C:9]([O:15][C@H:14]([C@H:16]([CH2:18][OH:19])[OH:17])[C:12]=1[OH:13])=[O:8]. (6) The product is: [CH2:1]([C:5]1([CH2:28][CH2:29][CH2:30][CH3:31])[CH2:11][N:10]([C:12]2[CH:13]=[CH:14][C:15]([O:18][CH2:33][CH2:32][N:34]([CH2:38][CH3:39])[CH2:35][CH3:36])=[CH:16][CH:17]=2)[C:9]2[CH:19]=[C:20]([N:23]([CH3:25])[CH3:24])[CH:21]=[CH:22][C:8]=2[S:7](=[O:26])(=[O:27])[CH2:6]1)[CH2:2][CH2:3][CH3:4]. Given the reactants [CH2:1]([C:5]1([CH2:28][CH2:29][CH2:30][CH3:31])[CH2:11][N:10]([C:12]2[CH:17]=[CH:16][C:15]([OH:18])=[CH:14][CH:13]=2)[C:9]2[CH:19]=[C:20]([N:23]([CH3:25])[CH3:24])[CH:21]=[CH:22][C:8]=2[S:7](=[O:27])(=[O:26])[CH2:6]1)[CH2:2][CH2:3][CH3:4].[CH2:32]([N:34]([CH2:38][CH3:39])[CH2:35][CH2:36]Cl)[CH3:33].S1C2C=CC=CC=2C=NC=C1, predict the reaction product.